This data is from Full USPTO retrosynthesis dataset with 1.9M reactions from patents (1976-2016). The task is: Predict the reactants needed to synthesize the given product. (1) Given the product [CH:34]1[C:35]2[CH:5]([CH2:4][O:3][C:1]([NH:8][NH2:9])=[O:2])[C:24]3[C:29](=[CH:28][CH:27]=[CH:26][CH:25]=3)[C:30]=2[CH:31]=[CH:32][CH:33]=1, predict the reactants needed to synthesize it. The reactants are: [C:1]([NH:8][NH2:9])([O:3][C:4](C)(C)[CH3:5])=[O:2].CCN(C(C)C)C(C)C.C(Cl)(OCC1[C:35]2[C:30](=[CH:31][CH:32]=[CH:33][CH:34]=2)[C:29]2[C:24]1=[CH:25][CH:26]=[CH:27][CH:28]=2)=O. (2) Given the product [O:15]1[C:8]2([CH2:9][CH2:10][C:5]3([CH2:4][CH2:3][C:2](=[O:12])[NH:1]3)[CH2:6][CH2:7]2)[O:11][CH2:13][CH2:14]1, predict the reactants needed to synthesize it. The reactants are: [NH:1]1[C:5]2([CH2:10][CH2:9][C:8](=[O:11])[CH2:7][CH2:6]2)[CH2:4][CH2:3][C:2]1=[O:12].[CH2:13](O)[CH2:14][OH:15]. (3) Given the product [CH2:22]([O:21][C:17]1[CH:16]=[C:15]2[C:20]([C:11]([NH:10][CH2:9][C:8]([NH:7][C:5]([NH:4][CH:1]([CH3:3])[CH3:2])=[O:6])([CH3:33])[CH3:32])=[C:12]([N+:29]([O-:31])=[O:30])[CH:13]=[N:14]2)=[CH:19][CH:18]=1)[C:23]1[CH:28]=[CH:27][CH:26]=[CH:25][CH:24]=1, predict the reactants needed to synthesize it. The reactants are: [CH:1]([N:4]=[C:5]=[O:6])([CH3:3])[CH3:2].[NH2:7][C:8]([CH3:33])([CH3:32])[CH2:9][NH:10][C:11]1[C:20]2[C:15](=[CH:16][C:17]([O:21][CH2:22][C:23]3[CH:28]=[CH:27][CH:26]=[CH:25][CH:24]=3)=[CH:18][CH:19]=2)[N:14]=[CH:13][C:12]=1[N+:29]([O-:31])=[O:30]. (4) Given the product [CH:1]1([C:4]2[CH:9]=[CH:8][N:7]=[C:6]([NH:10][C:11]3[N:16]=[C:15]([C:17]4[S:21][C:20]([C:22]([C@H:26]5[CH2:27][CH2:28][C@H:29]([C:32]([NH2:37])=[O:33])[CH2:30][CH2:31]5)([OH:25])[CH2:23][CH3:24])=[N:19][CH:18]=4)[CH:14]=[C:13]([CH3:35])[CH:12]=3)[CH:5]=2)[CH2:3][CH2:2]1, predict the reactants needed to synthesize it. The reactants are: [CH:1]1([C:4]2[CH:9]=[CH:8][N:7]=[C:6]([NH:10][C:11]3[N:16]=[C:15]([C:17]4[S:21][C:20]([C:22]([C@H:26]5[CH2:31][CH2:30][C@H:29]([C:32](O)=[O:33])[CH2:28][CH2:27]5)([OH:25])[CH2:23][CH3:24])=[N:19][CH:18]=4)[CH:14]=[C:13]([CH3:35])[CH:12]=3)[CH:5]=2)[CH2:3][CH2:2]1.C[N:37](C(ON1N=NC2C=CC=NC1=2)=[N+](C)C)C.F[P-](F)(F)(F)(F)F.[Cl-].[NH4+].C(N(CC)C(C)C)(C)C. (5) Given the product [NH2:16][CH2:15][C:12]1[CH:13]=[CH:14][C:7]2[S:6][C:5]3[N:4]=[CH:3][CH:2]=[N:1][C:10]=3[NH:9][C:8]=2[CH:11]=1, predict the reactants needed to synthesize it. The reactants are: [N:1]1[C:10]2[NH:9][C:8]3[CH:11]=[C:12]([CH2:15][N:16]4C(=O)C5=CC=CC=C5C4=O)[CH:13]=[CH:14][C:7]=3[S:6][C:5]=2[N:4]=[CH:3][CH:2]=1.C(O)C.